Dataset: Forward reaction prediction with 1.9M reactions from USPTO patents (1976-2016). Task: Predict the product of the given reaction. (1) Given the reactants [Br:1][C:2]1[CH:3]=[CH:4][C:5]([CH:8]=O)=[N:6][CH:7]=1.[C:10]([S@@:14]([NH2:16])=[O:15])([CH3:13])([CH3:12])[CH3:11], predict the reaction product. The product is: [Br:1][C:2]1[CH:3]=[CH:4][C:5](/[CH:8]=[N:16]/[S:14]([C:10]([CH3:13])([CH3:12])[CH3:11])=[O:15])=[N:6][CH:7]=1. (2) Given the reactants [OH:1][C:2]1[CH:3]=[C:4]([C:8]2[CH:13]=[CH:12][CH:11]=[CH:10][CH:9]=2)[CH:5]=[CH:6][CH:7]=1.[CH2:14](Br)[CH:15]=[CH2:16].C(=O)([O-])[O-].[K+].[K+].O, predict the reaction product. The product is: [CH2:16]([O:1][C:2]1[CH:3]=[C:4]([C:8]2[CH:9]=[CH:10][CH:11]=[CH:12][CH:13]=2)[CH:5]=[CH:6][CH:7]=1)[CH:15]=[CH2:14]. (3) Given the reactants [Br:1][C:2]1[CH:3]=[C:4]([CH:7]=[CH:8][C:9]=1[F:10])[CH:5]=O.FC1C=C2C(=CC=1)C=[N:17][CH:16]=[CH:15]2, predict the reaction product. The product is: [Br:1][C:2]1[CH:3]=[C:4]2[C:7]([CH:15]=[CH:16][N:17]=[CH:5]2)=[CH:8][C:9]=1[F:10]. (4) Given the reactants [OH:1][C:2]1[N:6]([CH3:7])[N:5]=[C:4]([C:8]([OH:10])=O)[CH:3]=1.CN(C(ON1N=NC2C=CC(=CC1=2)Cl)=[N+](C)C)C.F[P-](F)(F)(F)(F)F.CN(C=O)C.CCN(C(C)C)C(C)C.[CH3:50][C:51]1[O:55][C:54](=[O:56])[O:53][C:52]=1[CH2:57][O:58][C:59](=[O:79])[C@H:60]([OH:78])[CH2:61][C@H:62]([NH2:77])[CH2:63][C:64]1[CH:69]=[CH:68][C:67]([C:70]2[CH:75]=[CH:74][CH:73]=[C:72]([Cl:76])[CH:71]=2)=[CH:66][CH:65]=1, predict the reaction product. The product is: [CH3:50][C:51]1[O:55][C:54](=[O:56])[O:53][C:52]=1[CH2:57][O:58][C:59](=[O:79])[C@H:60]([OH:78])[CH2:61][C@H:62]([NH:77][C:8]([C:4]1[CH:3]=[C:2]([OH:1])[N:6]([CH3:7])[N:5]=1)=[O:10])[CH2:63][C:64]1[CH:69]=[CH:68][C:67]([C:70]2[CH:75]=[CH:74][CH:73]=[C:72]([Cl:76])[CH:71]=2)=[CH:66][CH:65]=1. (5) Given the reactants [CH2:1]([O:3][C:4](=[O:18])[CH:5]([O:15][CH2:16][CH3:17])[CH2:6][C:7]1[CH:12]=[CH:11][C:10]([OH:13])=[C:9]([F:14])[CH:8]=1)[CH3:2].Cl[CH2:20][C:21]1[N:22]=[C:23]([C:26]2[CH:31]=[CH:30][C:29]([C:32]([F:35])([F:34])[F:33])=[CH:28][CH:27]=2)[S:24][CH:25]=1.FC(F)(F)C1C=CC(C(N)=S)=CC=1.ClCC(CCl)=O.C(=O)([O-])[O-].[Cs+].[Cs+], predict the reaction product. The product is: [CH2:1]([O:3][C:4](=[O:18])[CH:5]([O:15][CH2:16][CH3:17])[CH2:6][C:7]1[CH:12]=[CH:11][C:10]([O:13][CH2:20][C:21]2[N:22]=[C:23]([C:26]3[CH:27]=[CH:28][C:29]([C:32]([F:35])([F:33])[F:34])=[CH:30][CH:31]=3)[S:24][CH:25]=2)=[C:9]([F:14])[CH:8]=1)[CH3:2].